Dataset: Forward reaction prediction with 1.9M reactions from USPTO patents (1976-2016). Task: Predict the product of the given reaction. (1) Given the reactants [N+:1]([C:4]1[CH:29]=[CH:28][C:7]2[NH:8][C:9]([C:11]3[CH:12]=[CH:13][C:14]4[CH:15]=[C:16]5[C:23](=[O:24])[NH:22][CH2:21][C:20]6([CH2:27][CH2:26][CH2:25]6)[N:17]5[C:18]=4[CH:19]=3)=[N:10][C:6]=2[CH:5]=1)([O-])=O.[Cl-].[NH4+], predict the reaction product. The product is: [NH2:1][C:4]1[CH:29]=[CH:28][C:7]2[NH:8][C:9]([C:11]3[CH:12]=[CH:13][C:14]4[CH:15]=[C:16]5[C:23](=[O:24])[NH:22][CH2:21][C:20]6([CH2:25][CH2:26][CH2:27]6)[N:17]5[C:18]=4[CH:19]=3)=[N:10][C:6]=2[CH:5]=1. (2) Given the reactants Br[CH2:2][C:3]1[C:4]([Cl:9])=[N:5][CH:6]=[N:7][CH:8]=1.[CH3:10][NH:11][C:12]([CH3:15])([CH3:14])[CH3:13].C([O-])([O-])=O.[K+].[K+], predict the reaction product. The product is: [Cl:9][C:4]1[C:3]([CH2:2][N:11]([CH3:10])[C:12]([CH3:15])([CH3:14])[CH3:13])=[CH:8][N:7]=[CH:6][N:5]=1. (3) Given the reactants Cl[C:2]1C=CC=C(C(OO)=O)[CH:3]=1.C(S[C:15]1[C:16]([C:21]([NH:23][C:24]2[CH:29]=[CH:28][C:27]([O:30][C:31]([F:34])([F:33])[F:32])=[CH:26][CH:25]=2)=[O:22])=[N:17][CH:18]=[CH:19][CH:20]=1)C.C(=O)(O)[O-].[Na+].[S:40]([O-:44])([O-])(=[O:42])=S.[Na+].[Na+], predict the reaction product. The product is: [CH2:2]([S:40]([C:15]1[C:16]([C:21]([NH:23][C:24]2[CH:29]=[CH:28][C:27]([O:30][C:31]([F:34])([F:32])[F:33])=[CH:26][CH:25]=2)=[O:22])=[N:17][CH:18]=[CH:19][CH:20]=1)(=[O:44])=[O:42])[CH3:3]. (4) Given the reactants [C:1]([O:5][C:6]([NH:8][CH2:9][CH2:10][O:11][CH2:12][CH2:13][NH:14][C:15]1[C:20]([CH3:21])=[C:19]([Cl:22])[N:18]=[C:17](OS(C(F)(F)F)(=O)=O)[C:16]=1[N+:31]([O-:33])=[O:32])=[O:7])([CH3:4])([CH3:3])[CH3:2].[CH3:34][O:35][C:36]1[CH:52]=[CH:51][C:39]([CH2:40][NH:41][CH2:42][C:43]2[CH:48]=[CH:47][C:46]([O:49][CH3:50])=[CH:45][CH:44]=2)=[CH:38][CH:37]=1.C(N(CC)CC)C.C(OCC)C, predict the reaction product. The product is: [C:1]([O:5][C:6](=[O:7])[NH:8][CH2:9][CH2:10][O:11][CH2:12][CH2:13][NH:14][C:15]1[C:20]([CH3:21])=[C:19]([Cl:22])[N:18]=[C:17]([N:41]([CH2:40][C:39]2[CH:38]=[CH:37][C:36]([O:35][CH3:34])=[CH:52][CH:51]=2)[CH2:42][C:43]2[CH:44]=[CH:45][C:46]([O:49][CH3:50])=[CH:47][CH:48]=2)[C:16]=1[N+:31]([O-:33])=[O:32])([CH3:4])([CH3:3])[CH3:2].